Dataset: Forward reaction prediction with 1.9M reactions from USPTO patents (1976-2016). Task: Predict the product of the given reaction. (1) Given the reactants [CH2:1]([N:8]([CH2:14][CH2:15][OH:16])[S:9]([CH2:12]Cl)(=[O:11])=[O:10])[C:2]1[CH:7]=[CH:6][CH:5]=[CH:4][CH:3]=1.C([O-])([O-])=O.[Cs+].[Cs+].O, predict the reaction product. The product is: [CH2:1]([N:8]1[CH2:14][CH2:15][O:16][CH2:12][S:9]1(=[O:11])=[O:10])[C:2]1[CH:7]=[CH:6][CH:5]=[CH:4][CH:3]=1. (2) Given the reactants [H-].[H-].[H-].[H-].[Li+].[Al+3].[CH2:7]([O:14][C:15]([NH:17][C:18]1[CH:23]=[CH:22][C:21](/[CH:24]=[CH:25]/[C:26](OC)=[O:27])=[C:20]([F:30])[CH:19]=1)=[O:16])[C:8]1[CH:13]=[CH:12][CH:11]=[CH:10][CH:9]=1, predict the reaction product. The product is: [F:30][C:20]1[CH:19]=[C:18]([NH:17][C:15](=[O:16])[O:14][CH2:7][C:8]2[CH:13]=[CH:12][CH:11]=[CH:10][CH:9]=2)[CH:23]=[CH:22][C:21]=1/[CH:24]=[CH:25]/[CH2:26][OH:27].